From a dataset of Forward reaction prediction with 1.9M reactions from USPTO patents (1976-2016). Predict the product of the given reaction. (1) Given the reactants [NH2:1][C:2]1[CH:7]=[CH:6][CH:5]=[CH:4][CH:3]=1.CC(C)([O-])C.[K+].[C:14]([C:16]1[CH:17]=[C:18]([S:23]([NH:26][C:27](=[O:33])[O:28][C:29]([CH3:32])([CH3:31])[CH3:30])(=[O:25])=[O:24])[CH:19]=[CH:20][C:21]=1F)#[N:15].[CH3:34][S:35]([CH3:37])=O, predict the reaction product. The product is: [C:14]([C:16]1[CH:17]=[C:18]([S:23]([NH:26][C:27](=[O:33])[O:28][C:29]([CH3:32])([CH3:31])[CH3:30])(=[O:25])=[O:24])[CH:19]=[CH:20][C:21]=1[NH:1][C:2]1[CH:7]=[CH:6][C:34]([S:35][CH3:37])=[C:4]([CH3:5])[CH:3]=1)#[N:15]. (2) The product is: [CH3:1][C@@H:2]1[O:7][C@@H:6]([O:8][C@@H:9]2[C:14]3=[C:15]([OH:32])[C:16]4[C:28](=[O:29])[C:27]5[C:22](=[CH:23][CH:24]=[CH:25][C:26]=5[O:30][CH3:31])[C:20](=[O:21])[C:17]=4[C:18]([OH:19])=[C:13]3[CH2:12][C@@:11]([OH:37])([C:33]([CH2:35][OH:36])=[O:34])[CH2:10]2)[CH2:5][C@H:4]([NH2:38])[C@@H:3]1[OH:39].[S:41]([O-:45])([O-:44])(=[O:43])=[O:42]. Given the reactants [CH3:1][C@@H:2]1[O:7][C@@H:6]([O:8][C@@H:9]2[C:14]3=[C:15]([OH:32])[C:16]4[C:28](=[O:29])[C:27]5[C:22](=[CH:23][CH:24]=[CH:25][C:26]=5[O:30][CH3:31])[C:20](=[O:21])[C:17]=4[C:18]([OH:19])=[C:13]3[CH2:12][C@@:11]([OH:37])([C:33]([CH2:35][OH:36])=[O:34])[CH2:10]2)[CH2:5][C@H:4]([NH2:38])[C@@H:3]1[OH:39].Cl.[S:41]([O-:45])([O-:44])(=[O:43])=[O:42].[NH4+].[NH4+], predict the reaction product. (3) Given the reactants [CH2:1]([N:3]([CH2:29][CH3:30])[C:4](=O)[CH2:5][CH2:6][C:7]1[CH:12]=[CH:11][C:10]([NH:13][C:14]2[N:19]=[CH:18][C:17]([C:20]3[CH:25]=[CH:24][C:23]([O:26][CH3:27])=[CH:22][CH:21]=3)=[CH:16][N:15]=2)=[CH:9][CH:8]=1)[CH3:2].[H-].[Al+3].[Li+].[H-].[H-].[H-].C1COCC1, predict the reaction product. The product is: [CH2:29]([N:3]([CH2:1][CH3:2])[CH2:4][CH2:5][CH2:6][C:7]1[CH:8]=[CH:9][C:10]([NH:13][C:14]2[N:15]=[CH:16][C:17]([C:20]3[CH:21]=[CH:22][C:23]([O:26][CH3:27])=[CH:24][CH:25]=3)=[CH:18][N:19]=2)=[CH:11][CH:12]=1)[CH3:30]. (4) Given the reactants C[O:2][C:3](=[O:45])[CH2:4][C@H:5]([OH:44])[CH2:6][C@H:7]([OH:43])[CH:8]=[CH:9][C:10]1[N:11]([CH:40]([CH3:42])[CH3:41])[C:12]([C:28](=[O:39])[NH:29][CH2:30][C:31]2[CH:36]=[CH:35][CH:34]=[C:33]([C:37]#[N:38])[CH:32]=2)=[C:13]([C:22]2[CH:27]=[CH:26][CH:25]=[CH:24][CH:23]=2)[C:14]=1[C:15]1[CH:20]=[CH:19][C:18]([F:21])=[CH:17][CH:16]=1.C(O)C.O.[OH-].[Na+:51], predict the reaction product. The product is: [Na+:51].[C:37]([C:33]1[CH:32]=[C:31]([CH:36]=[CH:35][CH:34]=1)[CH2:30][NH:29][C:28]([C:12]1[N:11]([CH:40]([CH3:42])[CH3:41])[C:10]([CH:9]=[CH:8][C@@H:7]([OH:43])[CH2:6][C@@H:5]([OH:44])[CH2:4][C:3]([O-:45])=[O:2])=[C:14]([C:15]2[CH:16]=[CH:17][C:18]([F:21])=[CH:19][CH:20]=2)[C:13]=1[C:22]1[CH:27]=[CH:26][CH:25]=[CH:24][CH:23]=1)=[O:39])#[N:38]. (5) Given the reactants [ClH:1].[OH:2][CH2:3][CH2:4][N:5]1[CH2:9][CH2:8][C@H:7]([NH:10]C(=O)OC(C)(C)C)[CH2:6]1, predict the reaction product. The product is: [ClH:1].[NH2:10][C@H:7]1[CH2:8][CH2:9][N:5]([CH2:4][CH2:3][OH:2])[CH2:6]1. (6) Given the reactants [Se](=O)=[O:2].[Br:4][C:5]1[C:14]2[C:9](=[CH:10][CH:11]=[C:12]([O:15][CH:16]3[CH2:21][CH2:20][CH:19]([C:22]([CH3:25])([CH3:24])[CH3:23])[CH2:18][CH2:17]3)[CH:13]=2)[N:8]=[C:7]([CH3:26])[CH:6]=1, predict the reaction product. The product is: [Br:4][C:5]1[C:14]2[C:9](=[CH:10][CH:11]=[C:12]([O:15][C@H:16]3[CH2:21][CH2:20][C@H:19]([C:22]([CH3:23])([CH3:25])[CH3:24])[CH2:18][CH2:17]3)[CH:13]=2)[N:8]=[C:7]([CH:26]=[O:2])[CH:6]=1. (7) Given the reactants [CH2:1]([OH:19])[CH2:2][CH2:3]CCCCCCCCCCCCCCC.C(N=C=O)CCCCCN=C=[O:28].C1C=C(C[N:39]=[C:40]=[O:41])C=C(CN=C=O)C=1.C([O-])(=O)CCCCCCCCCCC.C([Sn+2]CCCC)CCC.C([O-])(=O)CCCCCCCCCCC.C(OCCO)(=O)C=C.COC1C=CC(O)=CC=1, predict the reaction product. The product is: [C:1]([OH:19])(=[O:28])[CH:2]=[CH2:3].[NH2:39][C:40]([O:19][CH2:1][CH3:2])=[O:41].